This data is from Catalyst prediction with 721,799 reactions and 888 catalyst types from USPTO. The task is: Predict which catalyst facilitates the given reaction. Reactant: [NH2:1][C:2]1[NH:3][C:4](=[O:42])[C:5]2[N:6]=[CH:7][N:8]([C@@H:11]3[O:15][C@H:14]([CH2:16][NH:17][C:18]4[C:19](=[O:39])[C:20](=[O:38])[C:21]=4[NH:22][CH2:23][CH2:24][N:25]([CH3:37])[CH2:26]/[CH:27]=[CH:28]/[C:29](=[O:36])[N:30]4[CH2:35][CH2:34][NH:33][CH2:32][CH2:31]4)[C@@H:13]([OH:40])[C@H:12]3[OH:41])[C:9]=2[N:10]=1.[Cl:43][C:44]1[C:49]([I:50])=[CH:48][C:47]([NH:51][CH2:52][C:53](O)=[O:54])=[C:46]([O:56][CH3:57])[CH:45]=1.CN(C(ON1N=NC2C=CC=NC1=2)=[N+](C)C)C.F[P-](F)(F)(F)(F)F.CCN(C(C)C)C(C)C. Product: [NH2:1][C:2]1[NH:3][C:4](=[O:42])[C:5]2[N:6]=[CH:7][N:8]([C@@H:11]3[O:15][C@H:14]([CH2:16][NH:17][C:18]4[C:19](=[O:39])[C:20](=[O:38])[C:21]=4[NH:22][CH2:23][CH2:24][N:25]([CH2:26]/[CH:27]=[CH:28]/[C:29]([N:30]4[CH2:35][CH2:34][N:33]([C:53](=[O:54])[CH2:52][NH:51][C:47]5[CH:48]=[C:49]([I:50])[C:44]([Cl:43])=[CH:45][C:46]=5[O:56][CH3:57])[CH2:32][CH2:31]4)=[O:36])[CH3:37])[C@@H:13]([OH:40])[C@H:12]3[OH:41])[C:9]=2[N:10]=1. The catalyst class is: 3.